Predict the reactants needed to synthesize the given product. From a dataset of Full USPTO retrosynthesis dataset with 1.9M reactions from patents (1976-2016). (1) Given the product [Cl:1][C:2]1[CH:24]=[CH:23][C:5]([CH2:6][N:7]2[CH:11]=[CH:10][CH:9]=[C:8]2[C:12]([N:14]2[CH2:15][CH2:16][CH:17]([C:20]([NH:39][CH2:40][CH2:41][C:31]3[CH:30]=[CH:29][N:35]=[CH:33][CH:32]=3)=[O:21])[CH2:18][CH2:19]2)=[O:13])=[CH:4][CH:3]=1, predict the reactants needed to synthesize it. The reactants are: [Cl:1][C:2]1[CH:24]=[CH:23][C:5]([CH2:6][N:7]2[CH:11]=[CH:10][CH:9]=[C:8]2[C:12]([N:14]2[CH2:19][CH2:18][CH:17]([C:20](O)=[O:21])[CH2:16][CH2:15]2)=[O:13])=[CH:4][CH:3]=1.C(Cl)CCl.[CH:29]1[CH:30]=[CH:31][C:32]2N(O)N=[N:35][C:33]=2C=1.[N:39]1C=CC=[CH:41][C:40]=1CCN. (2) The reactants are: [NH2:1][CH2:2][C:3]1[CH:11]=[CH:10][C:6]([C:7]([OH:9])=[O:8])=[CH:5][CH:4]=1.C(N(CC)CC)C.[F:19][C:20]([F:31])([F:30])[C:21](O[C:21](=[O:22])[C:20]([F:31])([F:30])[F:19])=[O:22].C(=O)(O)[O-].[Na+].Cl. Given the product [F:19][C:20]([F:31])([F:30])[C:21]([NH:1][CH2:2][C:3]1[CH:4]=[CH:5][C:6]([C:7]([OH:9])=[O:8])=[CH:10][CH:11]=1)=[O:22], predict the reactants needed to synthesize it.